Dataset: Forward reaction prediction with 1.9M reactions from USPTO patents (1976-2016). Task: Predict the product of the given reaction. (1) Given the reactants C(N(CC)CC)C.[Cl:8][C:9]1[CH:10]=[CH:11][CH:12]=[C:13]2[C:17]=1[N:16](C(OC(C)(C)C)=O)[CH:15]=[C:14]2[CH:25]=[O:26].[CH:27](=[N:34][C:35]1[CH:40]=[CH:39][N:38]=[C:37]([O:41][CH3:42])[CH:36]=1)[C:28]1[CH:33]=[CH:32][CH:31]=[CH:30][CH:29]=1, predict the reaction product. The product is: [Cl:8][C:9]1[CH:10]=[CH:11][CH:12]=[C:13]2[C:17]=1[NH:16][CH:15]=[C:14]2[C:25](=[O:26])[CH:27]([NH:34][C:35]1[CH:40]=[CH:39][N:38]=[C:37]([O:41][CH3:42])[CH:36]=1)[C:28]1[CH:29]=[CH:30][CH:31]=[CH:32][CH:33]=1. (2) Given the reactants Cl.CN(C)CCCN=C=NCC.O.ON1C2C=CC=CC=2N=N1.[CH3:24][O:25][C:26](=[O:32])[CH2:27][CH2:28][C:29]([OH:31])=O.[NH2:33][C:34]1[CH:35]=[C:36]([N:40]2[CH2:45][CH2:44][N:43]([C:46]([C:48]3[N:49]([C:54]4[CH:59]=[CH:58][CH:57]=[CH:56][CH:55]=4)[N:50]=[C:51]([CH3:53])[CH:52]=3)=[O:47])[CH2:42][CH2:41]2)[CH:37]=[CH:38][CH:39]=1, predict the reaction product. The product is: [CH3:53][C:51]1[CH:52]=[C:48]([C:46]([N:43]2[CH2:42][CH2:41][N:40]([C:36]3[CH:35]=[C:34]([NH:33][C:29](=[O:31])[CH2:28][CH2:27][C:26]([O:25][CH3:24])=[O:32])[CH:39]=[CH:38][CH:37]=3)[CH2:45][CH2:44]2)=[O:47])[N:49]([C:54]2[CH:55]=[CH:56][CH:57]=[CH:58][CH:59]=2)[N:50]=1. (3) Given the reactants [CH2:1]1[O:3][CH2:2]1.C1[O:7][CH:5]1C.[CH2:8]([C:10]([CH2:14][OH:15])([CH2:12][OH:13])[CH3:11])[OH:9].[OH:16][CH2:17][CH:18]([CH2:20][OH:21])O, predict the reaction product. The product is: [OH:9][CH2:8][C:10]([CH2:11][OH:3])([CH2:14][OH:15])[CH2:12][OH:13].[OH:15][CH2:14][C:10]([CH2:8][OH:9])([CH2:1][O:3][CH2:2][C:18]([CH2:17][OH:16])([CH2:20][OH:21])[CH2:5][OH:7])[CH2:12][OH:13]. (4) Given the reactants [Cl:1][C:2]1[CH:3]=[C:4]([CH:25]=[CH:26][C:27]=1[Cl:28])[O:5][C:6]1[C:7](=[O:24])[NH:8][C:9]([C:16]2[C:21]([S:22][CH3:23])=[CH:20][CH:19]=[CH:18][N:17]=2)=[N:10][C:11]=1[C:12]([F:15])([F:14])[F:13].ClC1C=CC=C(C(OO)=[O:37])C=1, predict the reaction product. The product is: [Cl:1][C:2]1[CH:3]=[C:4]([CH:25]=[CH:26][C:27]=1[Cl:28])[O:5][C:6]1[C:7](=[O:24])[NH:8][C:9]([C:16]2[C:21]([S:22]([CH3:23])=[O:37])=[CH:20][CH:19]=[CH:18][N:17]=2)=[N:10][C:11]=1[C:12]([F:13])([F:14])[F:15]. (5) Given the reactants [C:1]([S:4][CH2:5][CH:6]([CH2:10][S:11][CH2:12][C:13]1[CH:18]=[CH:17][CH:16]=[CH:15][CH:14]=1)[C:7]([OH:9])=O)(=[O:3])[CH3:2].C1C=[C:23]2[N:25]=N[N:27](O)[C:22]2=CC=1.O.Cl.NCC#N.CN1CCOCC1, predict the reaction product. The product is: [CH2:12]([S:11][CH2:10][CH:6]([C:7](=[O:9])[NH:27][CH2:22][C:23]#[N:25])[CH2:5][S:4][C:1](=[O:3])[CH3:2])[C:13]1[CH:18]=[CH:17][CH:16]=[CH:15][CH:14]=1. (6) Given the reactants O[C:2]1[C:11]2[C:6](=[CH:7][CH:8]=[N:9][CH:10]=2)[N:5]([C:12]2[CH:17]=[CH:16][CH:15]=[CH:14][CH:13]=2)C(=O)[C:3]=1[C:19](=O)[CH2:20][C:21]1[CH:26]=[CH:25][CH:24]=[CH:23][CH:22]=1.O.[NH2:29][NH2:30].[C:31](=[O:34])([O-])O.[Na+], predict the reaction product. The product is: [CH2:20]([C:19]1[C:3]2[C:31](=[O:34])[N:5]([C:12]3[CH:17]=[CH:16][CH:15]=[CH:14][CH:13]=3)[C:6]3[CH:7]=[CH:8][N:9]=[CH:10][C:11]=3[C:2]=2[NH:30][N:29]=1)[C:21]1[CH:26]=[CH:25][CH:24]=[CH:23][CH:22]=1. (7) Given the reactants C(Cl)(=O)C(Cl)=O.CS(C)=O.[OH:11][CH2:12][CH:13]1[CH2:16][N:15]([C:17]([O:19][C:20]([CH3:23])([CH3:22])[CH3:21])=[O:18])[CH2:14]1.C(N(CC)CC)C, predict the reaction product. The product is: [CH:12]([CH:13]1[CH2:16][N:15]([C:17]([O:19][C:20]([CH3:23])([CH3:22])[CH3:21])=[O:18])[CH2:14]1)=[O:11]. (8) The product is: [C:23]([C:13]1[C:14]2[N:15]([CH:20]=[CH:21][N:22]=2)[C:16]([NH:26][CH2:27][CH:28]2[CH2:33][CH2:32][CH2:31][N:30]([C:34]([O:36][C:37]([CH3:40])([CH3:39])[CH3:38])=[O:35])[CH2:29]2)=[N:17][C:12]=1[NH:11][C:5]1[CH:4]=[C:3]([O:2][CH3:1])[CH:8]=[C:7]([O:9][CH3:10])[CH:6]=1)(=[O:24])[NH2:25]. Given the reactants [CH3:1][O:2][C:3]1[CH:4]=[C:5]([NH:11][C:12]2[N:17]=[C:16](SC)[N:15]3[CH:20]=[CH:21][N:22]=[C:14]3[C:13]=2[C:23]([NH2:25])=[O:24])[CH:6]=[C:7]([O:9][CH3:10])[CH:8]=1.[NH2:26][CH2:27][CH:28]1[CH2:33][CH2:32][CH2:31][N:30]([C:34]([O:36][C:37]([CH3:40])([CH3:39])[CH3:38])=[O:35])[CH2:29]1, predict the reaction product.